From a dataset of NCI-60 drug combinations with 297,098 pairs across 59 cell lines. Regression. Given two drug SMILES strings and cell line genomic features, predict the synergy score measuring deviation from expected non-interaction effect. Drug 1: CCC1=C2CN3C(=CC4=C(C3=O)COC(=O)C4(CC)O)C2=NC5=C1C=C(C=C5)O. Drug 2: C1=NC(=NC(=O)N1C2C(C(C(O2)CO)O)O)N. Cell line: KM12. Synergy scores: CSS=28.2, Synergy_ZIP=-9.64, Synergy_Bliss=-7.45, Synergy_Loewe=-8.54, Synergy_HSA=-2.30.